From a dataset of Forward reaction prediction with 1.9M reactions from USPTO patents (1976-2016). Predict the product of the given reaction. (1) The product is: [Cl:28][C:29]1[N:34]=[CH:33][C:32]([C:35]2[NH:39][CH:38]=[N:37][CH:36]=2)=[CH:31][N:30]=1.[N:41]1([CH:51]([C:47]2[CH:46]=[N:45][CH:50]=[CH:49][CH:48]=2)[CH:52]=[O:53])[CH2:40][CH2:44][CH2:43][CH2:42]1. Given the reactants CN(C(ON1N=NC2C=CC=NC1=2)=[N+](C)C)C.F[P-](F)(F)(F)(F)F.Cl.Cl.Cl.[Cl:28][C:29]1[N:34]=[CH:33][C:32]([C:35]2[NH:39][C:38]([C@@H:40]3[CH2:44][CH2:43][CH2:42][NH:41]3)=[N:37][CH:36]=2)=[CH:31][N:30]=1.[N:45]1[CH:50]=[CH:49][CH:48]=[C:47]([CH2:51][C:52](O)=[O:53])[CH:46]=1.CCN(C(C)C)C(C)C, predict the reaction product. (2) Given the reactants [N:1]1([CH2:10][C:11]2[CH:16]=[CH:15][C:14]([C:17]3[O:18][C:19]([CH3:26])=[C:20]([C:22](OC)=[O:23])[N:21]=3)=[CH:13][CH:12]=2)[C:5]2[CH:6]=[CH:7][CH:8]=[CH:9][C:4]=2[N:3]=[CH:2]1.[H-].[H-].[H-].[H-].[Li+].[Al+3], predict the reaction product. The product is: [N:1]1([CH2:10][C:11]2[CH:12]=[CH:13][C:14]([C:17]3[O:18][C:19]([CH3:26])=[C:20]([CH2:22][OH:23])[N:21]=3)=[CH:15][CH:16]=2)[C:5]2[CH:6]=[CH:7][CH:8]=[CH:9][C:4]=2[N:3]=[CH:2]1. (3) Given the reactants [N+:1]([O-:4])(O)=[O:2].S(=O)(=O)(O)O.[Cl:10][C:11]1[CH:16]=[C:15]([CH3:17])[CH:14]=[C:13]([Cl:18])[N:12]=1, predict the reaction product. The product is: [Cl:10][C:11]1[C:16]([N+:1]([O-:4])=[O:2])=[C:15]([CH3:17])[CH:14]=[C:13]([Cl:18])[N:12]=1. (4) Given the reactants Br[C:2]1[N:6]2[N:7]=[C:8]([NH:11][CH2:12][CH2:13][CH2:14][CH2:15][CH3:16])[CH:9]=[CH:10][C:5]2=[N:4][CH:3]=1.CC1(C)C(C)(C)OB([C:25]2[CH:30]=[CH:29][C:28]([CH:31]3[CH2:35][CH2:34][CH2:33][N:32]3[C:36]([O:38][C:39]([CH3:42])([CH3:41])[CH3:40])=[O:37])=[CH:27][CH:26]=2)O1.[O-]P([O-])([O-])=O.[K+].[K+].[K+].COCCOC, predict the reaction product. The product is: [CH2:12]([NH:11][C:8]1[CH:9]=[CH:10][C:5]2[N:6]([C:2]([C:25]3[CH:26]=[CH:27][C:28]([CH:31]4[CH2:35][CH2:34][CH2:33][N:32]4[C:36]([O:38][C:39]([CH3:42])([CH3:41])[CH3:40])=[O:37])=[CH:29][CH:30]=3)=[CH:3][N:4]=2)[N:7]=1)[CH2:13][CH2:14][CH2:15][CH3:16]. (5) Given the reactants C(OC([NH:11][C@@H:12]1[C:15](=[O:16])[NH:14][C@@H:13]1[CH2:17][N:18]1[N:22]=[C:21]([CH2:23][NH:24][C:25](=[N:46][C:47]([O:49][C:50]([CH3:53])([CH3:52])[CH3:51])=[O:48])[N:26]([CH2:34][CH:35]2[CH2:38][N:37]([C:39]([O:41][C:42]([CH3:45])([CH3:44])[CH3:43])=[O:40])[CH2:36]2)[C:27]([O:29][C:30]([CH3:33])([CH3:32])[CH3:31])=[O:28])[CH:20]=[N:19]1)=O)C1C=CC=CC=1.[H][H], predict the reaction product. The product is: [NH2:11][C@@H:12]1[C:15](=[O:16])[NH:14][C@@H:13]1[CH2:17][N:18]1[N:22]=[C:21]([CH2:23][NH:24][C:25](=[N:46][C:47]([O:49][C:50]([CH3:53])([CH3:52])[CH3:51])=[O:48])[N:26]([CH2:34][CH:35]2[CH2:36][N:37]([C:39]([O:41][C:42]([CH3:43])([CH3:45])[CH3:44])=[O:40])[CH2:38]2)[C:27]([O:29][C:30]([CH3:33])([CH3:32])[CH3:31])=[O:28])[CH:20]=[N:19]1.